From a dataset of Full USPTO retrosynthesis dataset with 1.9M reactions from patents (1976-2016). Predict the reactants needed to synthesize the given product. (1) Given the product [C:16]([O:20][C:21](=[O:41])[NH:22][C@@H:23]1[C@H:28]([OH:29])[C@H:27]([CH2:30][C:31]2[CH:36]=[CH:35][C:34]([N+:37]([O-:39])=[O:38])=[C:33]([F:40])[CH:32]=2)[CH2:26][S:25][CH2:24]1)([CH3:19])([CH3:17])[CH3:18], predict the reactants needed to synthesize it. The reactants are: [B-].[B-].C1CCOCC1.C1CCOCC1.[Ca+2].[C:16]([O:20][C:21](=[O:41])[NH:22][C@@H:23]1[C:28](=[O:29])[C@H:27]([CH2:30][C:31]2[CH:36]=[CH:35][C:34]([N+:37]([O-:39])=[O:38])=[C:33]([F:40])[CH:32]=2)[CH2:26][S:25][CH2:24]1)([CH3:19])([CH3:18])[CH3:17].OS([O-])(=O)=O.[K+]. (2) Given the product [F:16][C:2]1([F:1])[O:3][C:4]2[CH:10]=[C:9]([O:11][CH3:12])[C:8]([NH2:13])=[CH:7][C:5]=2[O:6]1, predict the reactants needed to synthesize it. The reactants are: [F:1][C:2]1([F:16])[O:6][C:5]2[CH:7]=[C:8]([N+:13]([O-])=O)[C:9]([O:11][CH3:12])=[CH:10][C:4]=2[O:3]1.[H][H]. (3) The reactants are: [CH2:1]([CH:3]1[NH:7][C:6](=[O:8])[NH:5][C:4]1=[O:9])[CH3:2].C(=O)([O-])[O-].[K+].[K+].CS(O[CH:21]1[CH2:26][CH2:25][N:24]([C:27]([O:29][C:30]([CH3:33])([CH3:32])[CH3:31])=[O:28])[CH2:23][CH2:22]1)(=O)=O. Given the product [CH2:1]([CH:3]1[C:4](=[O:9])[N:5]([CH:21]2[CH2:26][CH2:25][N:24]([C:27]([O:29][C:30]([CH3:33])([CH3:32])[CH3:31])=[O:28])[CH2:23][CH2:22]2)[C:6](=[O:8])[NH:7]1)[CH3:2], predict the reactants needed to synthesize it. (4) Given the product [NH2:17][C:16]1[C:11]([NH:10][C:8]2[CH:7]=[CH:6][C:3]([C:4]#[N:5])=[C:2]([F:1])[CH:9]=2)=[N:12][CH:13]=[CH:14][CH:15]=1, predict the reactants needed to synthesize it. The reactants are: [F:1][C:2]1[CH:9]=[C:8]([NH:10][C:11]2[C:16]([N+:17]([O-])=O)=[CH:15][CH:14]=[CH:13][N:12]=2)[CH:7]=[CH:6][C:3]=1[C:4]#[N:5].O1CCCC1.[Cl-].[NH4+].